This data is from Forward reaction prediction with 1.9M reactions from USPTO patents (1976-2016). The task is: Predict the product of the given reaction. (1) Given the reactants [CH3:1][O:2][C:3]1[CH:12]=[CH:11][C:6]2[NH:7][C:8](=[O:10])[O:9][C:5]=2[CH:4]=1.[H-].[Na+].Br[CH2:16][C:17]([O:19][CH2:20][CH3:21])=[O:18].FC(F)(F)C(O)=O, predict the reaction product. The product is: [CH2:20]([O:19][C:17](=[O:18])[CH2:16][N:7]1[C:6]2[CH:11]=[CH:12][C:3]([O:2][CH3:1])=[CH:4][C:5]=2[O:9][C:8]1=[O:10])[CH3:21]. (2) Given the reactants [C:1]1([C:7]2[O:11][CH:10]=[N:9][C:8]=2[C:12]([O:14][CH2:15][CH3:16])=[O:13])[CH:6]=[CH:5][CH:4]=[CH:3][CH:2]=1.C[Si]([NH-])(C)C.[Li+].[I:23]I.CCOC(C)=O, predict the reaction product. The product is: [I:23][C:10]1[O:11][C:7]([C:1]2[CH:2]=[CH:3][CH:4]=[CH:5][CH:6]=2)=[C:8]([C:12]([O:14][CH2:15][CH3:16])=[O:13])[N:9]=1. (3) Given the reactants [OH-].[Li+].[Cl:3][C:4]1[CH:9]=[CH:8][C:7]([C:10]([NH:12][C@@H:13]([CH:18]2[CH2:23][CH2:22][CH2:21][CH2:20][CH2:19]2)[C:14]([O:16]C)=[O:15])=[O:11])=[C:6]([NH:24][C:25]([NH:27][C:28]2[C:33]([CH3:34])=[CH:32][CH:31]=[CH:30][C:29]=2[Cl:35])=[O:26])[CH:5]=1.CO.Cl, predict the reaction product. The product is: [Cl:3][C:4]1[CH:9]=[CH:8][C:7]([C:10]([NH:12][C@@H:13]([CH:18]2[CH2:23][CH2:22][CH2:21][CH2:20][CH2:19]2)[C:14]([OH:16])=[O:15])=[O:11])=[C:6]([NH:24][C:25]([NH:27][C:28]2[C:33]([CH3:34])=[CH:32][CH:31]=[CH:30][C:29]=2[Cl:35])=[O:26])[CH:5]=1. (4) Given the reactants [C:1]([C:5]1[CH:6]=[CH:7][C:8]([O:28][CH3:29])=[C:9]([CH:27]=1)[C:10]([NH:12][CH2:13][CH2:14][C:15]1[CH:16]=[CH:17][C:18]([O:25][CH3:26])=[C:19]([S:21]([NH2:24])(=[O:23])=[O:22])[CH:20]=1)=[O:11])([CH3:4])([CH3:3])[CH3:2].C(=O)([O-])[O-].[K+].[K+].[CH3:36][N:37]=[C:38]=[S:39].Cl, predict the reaction product. The product is: [C:1]([C:5]1[CH:6]=[CH:7][C:8]([O:28][CH3:29])=[C:9]([CH:27]=1)[C:10]([NH:12][CH2:13][CH2:14][C:15]1[CH:16]=[CH:17][C:18]([O:25][CH3:26])=[C:19]([S:21]([NH:24][C:38]([NH:37][CH3:36])=[S:39])(=[O:23])=[O:22])[CH:20]=1)=[O:11])([CH3:4])([CH3:2])[CH3:3]. (5) Given the reactants [CH2:1]([O:3][C:4](=[O:23])[CH2:5][C:6]1[CH:11]=[CH:10][CH:9]=[C:8]([NH:12][C:13](=[O:22])[C:14]2[CH:19]=[C:18](Br)[CH:17]=[CH:16][C:15]=2[F:21])[CH:7]=1)[CH3:2].[F:24][C:25]1[CH:26]=[C:27](B(O)O)[CH:28]=[CH:29][CH:30]=1, predict the reaction product. The product is: [CH2:1]([O:3][C:4](=[O:23])[CH2:5][C:6]1[CH:11]=[CH:10][CH:9]=[C:8]([NH:12][C:13]([C:14]2[CH:19]=[C:18]([C:29]3[CH:28]=[CH:27][CH:26]=[C:25]([F:24])[CH:30]=3)[CH:17]=[CH:16][C:15]=2[F:21])=[O:22])[CH:7]=1)[CH3:2]. (6) Given the reactants [CH3:1][C:2]1[CH:3]=[CH:4][C:5]2[C:10](O)=[N:9][CH:8]=[N:7][C:6]=2[N:12]=1.CCN(C(C)C)C(C)C.O=P(Cl)(Cl)[Cl:24], predict the reaction product. The product is: [Cl:24][C:10]1[C:5]2[CH:4]=[CH:3][C:2]([CH3:1])=[N:12][C:6]=2[N:7]=[CH:8][N:9]=1. (7) Given the reactants [OH:1][C:2]1[CH:7]=[CH:6][C:5]([CH:8]2[CH2:11][N:10]([C:12]([C:14]3[CH:19]=[C:18]([O:20][CH2:21][CH2:22][O:23]C4CCCCO4)[CH:17]=[CH:16][N:15]=3)=[O:13])[CH2:9]2)=[CH:4][C:3]=1[O:30][CH3:31].Cl.[OH-].[Na+].C([O-])(O)=O.[Na+], predict the reaction product. The product is: [OH:23][CH2:22][CH2:21][O:20][C:18]1[CH:17]=[CH:16][N:15]=[C:14]([C:12]([N:10]2[CH2:9][CH:8]([C:5]3[CH:6]=[CH:7][C:2]([OH:1])=[C:3]([O:30][CH3:31])[CH:4]=3)[CH2:11]2)=[O:13])[CH:19]=1.